This data is from Forward reaction prediction with 1.9M reactions from USPTO patents (1976-2016). The task is: Predict the product of the given reaction. Given the reactants [CH:1]1([CH:4]([C:11]2[CH:16]=[CH:15][CH:14]=[C:13]([CH2:17][O:18][C:19]3[CH:24]=[CH:23][C:22]([C:25]4[CH:30]=[C:29]([O:31][CH3:32])[CH:28]=[CH:27][C:26]=4[F:33])=[C:21]([OH:34])[CH:20]=3)[CH:12]=2)[CH2:5][C:6]([O:8]CC)=[O:7])[CH2:3][CH2:2]1.C(=O)([O-])[O-].[K+].[K+].BrCC(C)(C)C.[H-].[Na+].[Cl-].[NH4+], predict the reaction product. The product is: [CH:1]1([CH:4]([C:11]2[CH:16]=[CH:15][CH:14]=[C:13]([CH2:17][O:18][C:19]3[CH:24]=[CH:23][C:22]([C:25]4[CH:30]=[C:29]([O:31][CH3:32])[CH:28]=[CH:27][C:26]=4[F:33])=[C:21]([OH:34])[CH:20]=3)[CH:12]=2)[CH2:5][C:6]([OH:8])=[O:7])[CH2:2][CH2:3]1.